From a dataset of Full USPTO retrosynthesis dataset with 1.9M reactions from patents (1976-2016). Predict the reactants needed to synthesize the given product. (1) Given the product [CH3:63][C:42]1[N:41]=[N:40][N:39]([CH3:38])[C:43]=1[C:44]1[CH:56]=[N:55][C:54]2[C:53]3[CH:52]=[CH:51][C:50]([CH2:57][C:2]([CH3:3])([OH:6])[CH3:1])=[CH:49][C:48]=3[N:47]([C@@H:70]([CH:72]3[CH2:77][CH2:76][O:75][CH2:74][CH2:73]3)[C:64]3[CH:69]=[CH:68][CH:67]=[CH:66][CH:65]=3)[C:46]=2[CH:45]=1, predict the reactants needed to synthesize it. The reactants are: [CH3:1][C:2]1[O:6]N=C(C)[C:3]=1C1C=NC2C3C=CC(C(O)(C)C)=CC=3N(C(C3CCOCC3)C3C=CC=CC=3)C=2C=1.[CH3:38][N:39]1[C:43]([C:44]2[CH:56]=[N:55][C:54]3[C:53]4[CH:52]=[CH:51][C:50]([CH2:57]C(OCC)=O)=[CH:49][C:48]=4[NH:47][C:46]=3[CH:45]=2)=[C:42]([CH3:63])[N:41]=[N:40]1.[C:64]1([C@@H:70]([CH:72]2[CH2:77][CH2:76][O:75][CH2:74][CH2:73]2)O)[CH:69]=[CH:68][CH:67]=[CH:66][CH:65]=1. (2) The reactants are: N(C(N1CCCCC1)=O)=NC(N1CCCCC1)=O.[Cl:19][C:20]1[CH:39]=[CH:38][C:23]([NH:24][C:25]2[C:34]3[C:29](=[CH:30][C:31]([OH:37])=[C:32]([O:35][CH3:36])[CH:33]=3)[N:28]=[CH:27][N:26]=2)=[C:22]([F:40])[CH:21]=1.O[CH2:42][C:43]1[CH:48]=[CH:47][N:46]=[C:45]([N:49]([CH3:51])[CH3:50])[CH:44]=1.C(P(CCCC)CCCC)CCC. Given the product [ClH:19].[Cl:19][C:20]1[CH:39]=[CH:38][C:23]([NH:24][C:25]2[C:34]3[C:29](=[CH:30][C:31]([O:37][CH2:42][C:43]4[CH:48]=[CH:47][N:46]=[C:45]([N:49]([CH3:51])[CH3:50])[CH:44]=4)=[C:32]([O:35][CH3:36])[CH:33]=3)[N:28]=[CH:27][N:26]=2)=[C:22]([F:40])[CH:21]=1, predict the reactants needed to synthesize it. (3) Given the product [C:7]([C:3]1[C:2]([I:1])=[N:6][N:5]([C:19]([O:21][CH2:22][CH3:23])=[O:20])[CH:4]=1)#[N:8], predict the reactants needed to synthesize it. The reactants are: [I:1][C:2]1[NH:6][N:5]=[CH:4][C:3]=1[C:7]#[N:8].C(N(C(C)C)CC)(C)C.Cl[C:19]([O:21][CH2:22][CH3:23])=[O:20]. (4) Given the product [CH2:1]([N:8]1[CH2:15][CH2:14][C:13]2([C:17]3[CH:18]=[C:19]([NH:23][S:25]([CH3:24])(=[O:27])=[O:26])[CH:20]=[CH:21][CH:22]=3)[CH2:16][CH:9]1[CH2:10][CH2:11][CH2:12]2)[C:2]1[CH:3]=[CH:4][CH:5]=[CH:6][CH:7]=1, predict the reactants needed to synthesize it. The reactants are: [CH2:1]([N:8]1[CH2:15][CH2:14][C:13]2([C:17]3[CH:18]=[C:19]([NH2:23])[CH:20]=[CH:21][CH:22]=3)[CH2:16][CH:9]1[CH2:10][CH2:11][CH2:12]2)[C:2]1[CH:7]=[CH:6][CH:5]=[CH:4][CH:3]=1.[CH3:24][S:25](Cl)(=[O:27])=[O:26].O. (5) Given the product [Cl:17][C:18]1[CH:19]=[CH:20][C:21]([O:27][CH3:28])=[C:22]([CH:26]=1)[C:23](/[N:10]=[C:8]1\[S:9][C:5]2[CH:4]=[C:3]([F:2])[CH:16]=[CH:15][C:6]=2[N:7]\1[CH2:11][CH2:12][O:13][CH3:14])=[O:24], predict the reactants needed to synthesize it. The reactants are: Br.[F:2][C:3]1[CH:16]=[CH:15][C:6]2[N:7]([CH2:11][CH2:12][O:13][CH3:14])[C:8](=[NH:10])[S:9][C:5]=2[CH:4]=1.[Cl:17][C:18]1[CH:19]=[CH:20][C:21]([O:27][CH3:28])=[C:22]([CH:26]=1)[C:23](O)=[O:24]. (6) Given the product [Cl:43][C:42]1[CH:20]=[CH:19][CH:15]=[CH:14][C:18]=1[CH:39]([O:12][C:11]([NH:10][C:14]1[C:15]([C:19]2[CH:20]=[CH:21][C:22]([CH2:25][S:27][CH2:28][CH2:29][C:30]([O:32][CH3:33])=[O:31])=[CH:23][CH:24]=2)=[N:16][O:17][CH:18]=1)=[O:13])[CH3:40], predict the reactants needed to synthesize it. The reactants are: ClC1C=CC=CC=1C([N:10]([C:14]1[C:15]([C:19]2[CH:24]=[CH:23][C:22]([CH2:25]Cl)=[CH:21][CH:20]=2)=[N:16][O:17][CH:18]=1)[C:11](=[O:13])[O-:12])C.[SH:27][CH2:28][CH2:29][C:30]([O:32][CH3:33])=[O:31].C(N([CH2:39][CH3:40])CC)C.Cl[CH2:42][Cl:43].